The task is: Predict the reaction yield, written as a fraction of the theoretical maximum amount of product (1.0 means a 100% yield; for example, 0.34 means a 34% yield).. This data is from Reaction yield outcomes from USPTO patents with 853,638 reactions. (1) The reactants are [CH3:1][N:2]1[C:6]([C:7]([F:10])([F:9])[F:8])=[C:5]([C:11]([OH:13])=O)[CH:4]=[N:3]1.O1CCCC1.C(Cl)(=O)C(Cl)=O.[NH2:25][C:26]1[CH:27]=[C:28]([CH:45]=[CH:46][CH:47]=1)[O:29][C:30]1[CH:31]=[CH:32][C:33]2[N:34]([N:36]=[C:37]([NH:39][C:40]([CH:42]3[CH2:44][CH2:43]3)=[O:41])[N:38]=2)[CH:35]=1. The catalyst is CN(C)C=O.CN(C)C(=O)C. The product is [CH:42]1([C:40]([NH:39][C:37]2[N:38]=[C:33]3[CH:32]=[CH:31][C:30]([O:29][C:28]4[CH:27]=[C:26]([NH:25][C:11]([C:5]5[CH:4]=[N:3][N:2]([CH3:1])[C:6]=5[C:7]([F:10])([F:9])[F:8])=[O:13])[CH:47]=[CH:46][CH:45]=4)=[CH:35][N:34]3[N:36]=2)=[O:41])[CH2:43][CH2:44]1. The yield is 0.650. (2) The reactants are [CH2:1]([O:3][C:4](=[O:27])[CH:5]([C:10]1[CH:11]=[C:12]([C:17]2[CH:22]=[CH:21][C:20]([C:23]([F:26])([F:25])[F:24])=[CH:19][CH:18]=2)[CH:13]=[C:14]([OH:16])[CH:15]=1)[CH2:6][CH:7]([CH3:9])[CH3:8])[CH3:2].C1C=CC(N([S:35]([C:38]([F:41])([F:40])[F:39])(=[O:37])=[O:36])[S:35]([C:38]([F:41])([F:40])[F:39])(=[O:37])=[O:36])=CC=1.CCN(CC)CC. The catalyst is C1COCC1. The product is [CH2:1]([O:3][C:4](=[O:27])[CH:5]([C:10]1[CH:11]=[C:12]([C:17]2[CH:22]=[CH:21][C:20]([C:23]([F:24])([F:26])[F:25])=[CH:19][CH:18]=2)[CH:13]=[C:14]([O:16][S:35]([C:38]([F:41])([F:40])[F:39])(=[O:37])=[O:36])[CH:15]=1)[CH2:6][CH:7]([CH3:9])[CH3:8])[CH3:2]. The yield is 0.980. (3) The reactants are [CH3:1][O:2][C:3]1[C:8]([NH2:9])=[CH:7][CH:6]=[CH:5][N:4]=1.C(N(CC)C(C)C)(C)C.[Cl:19][C:20]1[N:25]=[C:24](Cl)[C:23]([Cl:27])=[CH:22][N:21]=1. The catalyst is C(O)(C)C. The product is [Cl:19][C:20]1[N:25]=[C:24]([NH:9][C:8]2[C:3]([O:2][CH3:1])=[N:4][CH:5]=[CH:6][CH:7]=2)[C:23]([Cl:27])=[CH:22][N:21]=1. The yield is 0.560.